From a dataset of Forward reaction prediction with 1.9M reactions from USPTO patents (1976-2016). Predict the product of the given reaction. (1) The product is: [CH2:23]1[CH:30]2[CH:29]3[NH+:31]([O-:11])[CH:25]([CH2:24]2)[CH2:26][CH:27]1[CH2:28]3. Given the reactants C1(CCCC[OH:11])C=CC=CC=1.CC1(C)N([O])C(C)(C)CCC1.[CH2:23]1[CH2:30][CH:29]2[N:31]([O])[CH:25]([CH2:26][CH2:27][CH2:28]2)[CH2:24]1, predict the reaction product. (2) Given the reactants [Cl:1][C:2]1[CH:10]=[C:9]([Cl:11])[CH:8]=[CH:7][C:3]=1[C:4](Cl)=[O:5].[C:12]1([OH:18])[CH:17]=[CH:16][CH:15]=[CH:14][CH:13]=1.C(N(CC)CC)C, predict the reaction product. The product is: [Cl:1][C:2]1[CH:10]=[C:9]([Cl:11])[CH:8]=[CH:7][C:3]=1[C:4]([O:18][C:12]1[CH:17]=[CH:16][CH:15]=[CH:14][CH:13]=1)=[O:5]. (3) The product is: [Br:16][C:17]1[CH:18]=[N:19][C:20]([C:3]2[C:2]([F:1])=[CH:7][C:6]([O:8][CH3:9])=[CH:5][C:4]=2[F:10])=[N:21][CH:22]=1. Given the reactants [F:1][C:2]1[CH:7]=[C:6]([O:8][CH3:9])[CH:5]=[C:4]([F:10])[CH:3]=1.[Li]CCCC.[Br:16][C:17]1[CH:18]=[N:19][C:20](I)=[N:21][CH:22]=1, predict the reaction product. (4) Given the reactants [CH3:1][C:2]1[CH:7]=[CH:6][C:5]([C:8]2[O:12][N:11]=[CH:10][C:9]=2[C:13]([OH:15])=O)=[CH:4][CH:3]=1.[N:16]1([C:22]([N:24]2[CH2:28][CH2:27][CH2:26][CH2:25]2)=[O:23])[CH2:21][CH2:20][NH:19][CH2:18][CH2:17]1, predict the reaction product. The product is: [CH3:1][C:2]1[CH:3]=[CH:4][C:5]([C:8]2[O:12][N:11]=[CH:10][C:9]=2[C:13]([N:19]2[CH2:18][CH2:17][N:16]([C:22]([N:24]3[CH2:25][CH2:26][CH2:27][CH2:28]3)=[O:23])[CH2:21][CH2:20]2)=[O:15])=[CH:6][CH:7]=1. (5) The product is: [ClH:1].[Cl:1][C:2]1[CH:7]=[C:6]([O:8][CH3:9])[CH:5]=[CH:4][C:3]=1[C:10]1[N:11]=[C:12]([N:16]([C:20]2[CH:21]([O:29][CH3:30])[C:22](=[C:31]=[O:34])[CH:23]=[C:24]([O:43][CH2:37][CH3:38])[CH:25]=2)[CH2:17][CH2:18][CH3:19])[S:13][C:14]=1[CH3:15]. Given the reactants [Cl:1][C:2]1[CH:7]=[C:6]([O:8][CH3:9])[CH:5]=[CH:4][C:3]=1[C:10]1[N:11]=[C:12]([N:16]([C:20]2[CH:25]=[C:24](C(O)=O)[CH:23]=[CH:22][C:21]=2[O:29][CH3:30])[CH2:17][CH2:18][CH3:19])[S:13][C:14]=1[CH3:15].[C:31]([O-:34])([O-])=O.[Cs+].[Cs+].[CH2:37](I)[CH3:38].CN(C)C=[O:43], predict the reaction product.